Dataset: Full USPTO retrosynthesis dataset with 1.9M reactions from patents (1976-2016). Task: Predict the reactants needed to synthesize the given product. (1) Given the product [CH2:9]([NH:8][C:3]([CH2:6][OH:7])([CH2:4][OH:5])[CH2:2][OH:1])[CH2:10][CH2:11][CH2:12][CH2:13][CH2:14][CH2:15][CH2:16][CH2:17][CH2:18][CH2:19][CH2:20][CH2:21][CH2:22][CH2:23][CH2:24][CH2:25][CH3:26], predict the reactants needed to synthesize it. The reactants are: [OH:1][CH2:2][C:3]([N-:8][CH2:9][CH2:10][CH2:11][CH2:12][CH2:13][CH2:14][CH2:15][CH2:16][CH2:17][CH2:18][CH2:19][CH2:20][CH2:21][CH2:22][CH2:23][CH2:24][CH2:25][CH3:26])([CH2:6][OH:7])[CH2:4][OH:5].[H]1[BH2][H][BH2]1. (2) Given the product [CH3:1][C:2]1[CH:7]=[C:6]([CH3:8])[NH:5][C:4](=[O:9])[C:3]=1[CH2:10][NH:11][C:12]([C:14]1[C:15]([CH3:37])=[C:16]([N:19]2[CH2:23][CH2:22][CH2:21][CH:20]2[CH:24]2[CH2:25][CH2:26][NH:27][CH2:28][CH2:29]2)[S:17][CH:18]=1)=[O:13], predict the reactants needed to synthesize it. The reactants are: [CH3:1][C:2]1[CH:7]=[C:6]([CH3:8])[NH:5][C:4](=[O:9])[C:3]=1[CH2:10][NH:11][C:12]([C:14]1[C:15]([CH3:37])=[C:16]([N:19]2[CH2:23][CH2:22][CH2:21][CH:20]2[CH:24]2[CH2:29][CH2:28][N:27](C(OC(C)(C)C)=O)[CH2:26][CH2:25]2)[S:17][CH:18]=1)=[O:13].Cl. (3) Given the product [OH:14][C:9]1([C:20]2[CH:21]=[CH:22][C:17]([O:16][CH3:15])=[CH:18][CH:19]=2)[CH2:10][CH2:11][CH2:12][CH2:13][CH:8]1[NH:7][S:4]([CH:2]([CH3:1])[CH3:3])(=[O:6])=[O:5], predict the reactants needed to synthesize it. The reactants are: [CH3:1][CH:2]([S:4]([NH:7][CH:8]1[CH2:13][CH2:12][CH2:11][CH2:10][C:9]1=[O:14])(=[O:6])=[O:5])[CH3:3].[CH3:15][O:16][C:17]1[CH:22]=[CH:21][C:20]([Mg]Br)=[CH:19][CH:18]=1.[Cl-].[NH4+]. (4) Given the product [I:13][C:10]1[N:3]2[C:2]([S:1][C:5]([NH:6][CH2:7][CH2:8][CH3:9])=[N:4]2)=[N:12][CH:11]=1, predict the reactants needed to synthesize it. The reactants are: [S:1]1[C:5]([NH:6][CH2:7][CH2:8][CH3:9])=[N:4][N:3]2[CH:10]=[CH:11][N:12]=[C:2]12.[I:13]N1C(=O)CCC1=O. (5) Given the product [C:1]([O:18][CH3:19])(=[O:17])[CH2:2][CH2:3][CH2:4][CH2:5][CH2:6][CH2:7][CH2:8]/[CH:9]=[CH:10]\[CH2:11]/[CH:12]=[CH:13]\[CH2:14][CH:15]=[CH2:16], predict the reactants needed to synthesize it. The reactants are: [C:1]([O:18][CH3:19])(=[O:17])[CH2:2][CH2:3][CH2:4][CH2:5][CH2:6][CH2:7][CH2:8][CH:9]=[CH:10][CH2:11][CH:12]=[CH:13][CH2:14][CH:15]=[CH2:16].C(OC)(=O)CCCCCCCC#CCC#CCC=C. (6) Given the product [OH:31][C:23]1[C:22]([CH:2]2[C:10]3[CH:9]=[C:8]4[O:11][CH2:12][CH2:13][O:14][C:7]4=[CH:6][C:5]=3[N:4]([CH2:15][C@H:16]3[CH2:20][CH2:19][CH2:18][O:17]3)[C:3]2=[O:21])=[CH:30][C:26]2[CH2:27][CH2:28][O:29][C:25]=2[CH:24]=1, predict the reactants needed to synthesize it. The reactants are: O[C:2]1([C:22]2[C:23]([OH:31])=[CH:24][C:25]3[O:29][CH2:28][CH2:27][C:26]=3[CH:30]=2)[C:10]2[CH:9]=[C:8]3[O:11][CH2:12][CH2:13][O:14][C:7]3=[CH:6][C:5]=2[N:4]([CH2:15][C@H:16]2[CH2:20][CH2:19][CH2:18][O:17]2)[C:3]1=[O:21].C1(C(C2C=CC=CC=2)N2C3C(=CC=CC=3)C(O)(C3C=CC(OC)=CC=3O)C2=O)C=CC=CC=1.